This data is from Forward reaction prediction with 1.9M reactions from USPTO patents (1976-2016). The task is: Predict the product of the given reaction. (1) Given the reactants [CH:1]1([CH2:7][C:8](=[O:14])[CH2:9][C:10](OC)=O)[CH2:6][CH2:5][CH2:4][CH2:3][CH2:2]1.[CH2:15](Cl)[C:16](=C)[CH3:17].C[O-].[Na+].[OH-].[Na+].S(=O)(=O)(O)O, predict the reaction product. The product is: [CH:1]1([CH2:7][C:8](=[O:14])[CH2:9][CH2:10][C:16]([CH3:17])=[CH2:15])[CH2:6][CH2:5][CH2:4][CH2:3][CH2:2]1. (2) Given the reactants Cl[C:2](Cl)([O:4]C(=O)OC(Cl)(Cl)Cl)Cl.[CH2:13]([C:15]([C:19]1[CH:24]=[CH:23][CH:22]=[CH:21][C:20]=1[NH:25][CH2:26][CH2:27][C:28]([NH:31][C:32](=[O:38])[O:33][C:34]([CH3:37])([CH3:36])[CH3:35])([CH3:30])[CH3:29])([OH:18])[CH2:16][CH3:17])[CH3:14].C(N(CC)CC)C, predict the reaction product. The product is: [CH2:13]([C:15]1([CH2:16][CH3:17])[O:18][C:2](=[O:4])[N:25]([CH2:26][CH2:27][C:28]([NH:31][C:32](=[O:38])[O:33][C:34]([CH3:36])([CH3:35])[CH3:37])([CH3:29])[CH3:30])[C:20]2[CH:21]=[CH:22][CH:23]=[CH:24][C:19]1=2)[CH3:14]. (3) Given the reactants [C:1]([C:3]([C:6]1[CH:7]=[C:8]([CH:12]=[CH:13][CH:14]=1)[C:9](Cl)=[O:10])([CH3:5])[CH3:4])#[N:2].[NH2:15][C:16]1[CH:17]=[C:18]([CH:35]=[CH:36][CH:37]=1)[O:19][C:20]1[CH:21]=[CH:22][C:23]2[N:24]([N:26]=[C:27]([NH:29][C:30]([CH:32]3[CH2:34][CH2:33]3)=[O:31])[N:28]=2)[CH:25]=1, predict the reaction product. The product is: [C:1]([C:3]([C:6]1[CH:7]=[C:8]([CH:12]=[CH:13][CH:14]=1)[C:9]([NH:15][C:16]1[CH:37]=[CH:36][CH:35]=[C:18]([O:19][C:20]2[CH:21]=[CH:22][C:23]3[N:24]([N:26]=[C:27]([NH:29][C:30]([CH:32]4[CH2:33][CH2:34]4)=[O:31])[N:28]=3)[CH:25]=2)[CH:17]=1)=[O:10])([CH3:5])[CH3:4])#[N:2]. (4) Given the reactants [C:1](Cl)(=[O:8])[C:2]1[CH:7]=[CH:6][CH:5]=[CH:4][CH:3]=1.C(N(CC)CC)C.ClCCl.[CH2:20]([C@@:27]1([OH:50])[C@@:31]2([CH2:41][O:42][C@H:28]1[C@H:29]([C:43]1[CH:48]=[CH:47][CH:46]=[CH:45][C:44]=1[OH:49])[O:30]2)[CH2:32][O:33][CH2:34][C:35]1[CH:40]=[CH:39][CH:38]=[CH:37][CH:36]=1)[C:21]1[CH:26]=[CH:25][CH:24]=[CH:23][CH:22]=1, predict the reaction product. The product is: [C:1]([O:49][C:44]1[CH:45]=[CH:46][CH:47]=[CH:48][C:43]=1[C@@H:29]1[O:30][C@:31]2([CH2:32][O:33][CH2:34][C:35]3[CH:40]=[CH:39][CH:38]=[CH:37][CH:36]=3)[C@@:27]([CH2:20][C:21]3[CH:26]=[CH:25][CH:24]=[CH:23][CH:22]=3)([OH:50])[C@H:28]1[O:42][CH2:41]2)(=[O:8])[C:2]1[CH:7]=[CH:6][CH:5]=[CH:4][CH:3]=1. (5) The product is: [C:1]1([CH3:15])[CH:6]=[CH:5][CH:4]=[CH:3][C:2]=1[C:7]1[N:8]=[CH:9][C:10]([CH2:11][OH:12])=[CH:13][CH:14]=1. Given the reactants [C:1]1([CH3:15])[CH:6]=[CH:5][CH:4]=[CH:3][C:2]=1[C:7]1[CH:14]=[CH:13][C:10]([CH:11]=[O:12])=[CH:9][N:8]=1.[BH4-].[Na+], predict the reaction product. (6) Given the reactants [NH:1]1[CH:10]2[CH:5]([CH2:6][CH2:7][CH2:8][CH2:9]2)[CH2:4][CH2:3][CH2:2]1.C(N(C(C)C)CC)(C)C.[N+:20]([C:23]1[CH:31]=[CH:30][C:26]([C:27](Cl)=[O:28])=[CH:25][CH:24]=1)([O-:22])=[O:21], predict the reaction product. The product is: [N+:20]([C:23]1[CH:24]=[CH:25][C:26]([C:27]([N:1]2[C@H:10]3[C@@H:5]([CH2:6][CH2:7][CH2:8][CH2:9]3)[CH2:4][CH2:3][CH2:2]2)=[O:28])=[CH:30][CH:31]=1)([O-:22])=[O:21]. (7) Given the reactants [N+:1]([O-:4])(O)=[O:2].[OH:5][C:6]1[C:15]2[C:10](=[N:11][C:12]([C:16]3[C:21]([C:22]([F:25])([F:24])[F:23])=[CH:20][CH:19]=[CH:18][N:17]=3)=[CH:13][CH:14]=2)[NH:9][C:8](=[O:26])[CH:7]=1.[OH-].[Na+], predict the reaction product. The product is: [N+:1]([C:7]1[C:8](=[O:26])[NH:9][C:10]2[C:15]([C:6]=1[OH:5])=[CH:14][CH:13]=[C:12]([C:16]1[C:21]([C:22]([F:23])([F:25])[F:24])=[CH:20][CH:19]=[CH:18][N:17]=1)[N:11]=2)([O-:4])=[O:2]. (8) Given the reactants Cl[CH2:2][CH2:3][CH2:4][C@H:5]1[CH2:9][CH2:8][C@@H:7]([C:10]2[CH:15]=[CH:14][C:13]([F:16])=[CH:12][CH:11]=2)[N:6]1[S:17]([C:20]1[CH:25]=[CH:24][C:23]([CH3:26])=[CH:22][CH:21]=1)(=[O:19])=[O:18].[NH:27]1[CH:31]=[CH:30][N:29]=[CH:28]1, predict the reaction product. The product is: [F:16][C:13]1[CH:14]=[CH:15][C:10]([C@H:7]2[N:6]([S:17]([C:20]3[CH:25]=[CH:24][C:23]([CH3:26])=[CH:22][CH:21]=3)(=[O:19])=[O:18])[C@@H:5]([CH2:4][CH2:3][CH2:2][N:27]3[CH:31]=[CH:30][N:29]=[CH:28]3)[CH2:9][CH2:8]2)=[CH:11][CH:12]=1. (9) Given the reactants [Cl:1][C:2]1[CH:7]=[CH:6][C:5]([Cl:8])=[CH:4][C:3]=1[C:9]1[N:13]([CH2:14][C:15]([O:17]C)=[O:16])[C:12]2[CH:19]=[CH:20][CH:21]=[CH:22][C:11]=2[N:10]=1.[OH-].[Na+], predict the reaction product. The product is: [Cl:1][C:2]1[CH:7]=[CH:6][C:5]([Cl:8])=[CH:4][C:3]=1[C:9]1[N:13]([CH2:14][C:15]([OH:17])=[O:16])[C:12]2[CH:19]=[CH:20][CH:21]=[CH:22][C:11]=2[N:10]=1. (10) The product is: [C:1]([O:6][CH2:7][CH:8]1[O:17][CH2:9]1)(=[O:5])[C:2]([CH3:4])=[CH2:3]. Given the reactants [C:1]([O:6][CH:7]1CCC[CH2:9][CH2:8]1)(=[O:5])[C:2]([CH3:4])=[CH2:3].C(OC)(=[O:17])C(C)=C.C(O)(=O)C(C)=C.COCC(O)C, predict the reaction product.